Dataset: Reaction yield outcomes from USPTO patents with 853,638 reactions. Task: Predict the reaction yield, written as a fraction of the theoretical maximum amount of product (1.0 means a 100% yield; for example, 0.34 means a 34% yield). (1) The reactants are [H-].[H-].[H-].[H-].[Li+].[Al+3].[CH2:7]([C@@H:14]([C@@H:19]([O:21][CH2:22][C:23]1[CH:28]=[CH:27][C:26]([O:29][CH3:30])=[CH:25][CH:24]=1)[CH3:20])[C:15](OC)=[O:16])[C:8]1[CH:13]=[CH:12][CH:11]=[CH:10][CH:9]=1. The catalyst is CCOCC. The product is [CH2:7]([C@@H:14]([C@@H:19]([O:21][CH2:22][C:23]1[CH:24]=[CH:25][C:26]([O:29][CH3:30])=[CH:27][CH:28]=1)[CH3:20])[CH2:15][OH:16])[C:8]1[CH:9]=[CH:10][CH:11]=[CH:12][CH:13]=1. The yield is 0.740. (2) The reactants are [Cl:1][C:2]1[C:3]([O:30][C:31]2[CH:36]=[CH:35][C:34]([C:37]3[CH:42]=[CH:41][C:40]([C:43]([F:46])([F:45])[F:44])=[CH:39][CH:38]=3)=[CH:33][C:32]=2[C:47]2[CH:52]=[CH:51][N:50]=[N:49][CH:48]=2)=[CH:4][C:5]([F:29])=[C:6]([S:8]([N:11](CC2C=CC(OC)=CC=2OC)[C:12]2[N:17]=[CH:16][CH:15]=[CH:14][N:13]=2)(=[O:10])=[O:9])[CH:7]=1.Cl. The catalyst is O1CCOCC1. The product is [Cl:1][C:2]1[C:3]([O:30][C:31]2[CH:36]=[CH:35][C:34]([C:37]3[CH:38]=[CH:39][C:40]([C:43]([F:45])([F:44])[F:46])=[CH:41][CH:42]=3)=[CH:33][C:32]=2[C:47]2[CH:52]=[CH:51][N:50]=[N:49][CH:48]=2)=[CH:4][C:5]([F:29])=[C:6]([S:8]([NH:11][C:12]2[N:13]=[CH:14][CH:15]=[CH:16][N:17]=2)(=[O:10])=[O:9])[CH:7]=1. The yield is 0.420. (3) The reactants are [Cl:1][C:2]1[CH:3]=[C:4]([NH:10][C:11]2[N:16]=[C:15](Cl)[N:14]=[C:13]([Cl:18])[N:12]=2)[CH:5]=[CH:6][C:7]=1[O:8][CH3:9].[CH:19]1([NH2:26])[CH2:25][CH2:24][CH2:23][CH2:22][CH2:21][CH2:20]1.O.[OH-].[Na+]. The catalyst is CC(C)=O.C(OCC)(=O)C. The product is [Cl:18][C:13]1[N:12]=[C:11]([NH:10][C:4]2[CH:5]=[CH:6][C:7]([O:8][CH3:9])=[C:2]([Cl:1])[CH:3]=2)[N:16]=[C:15]([NH:26][CH:19]2[CH2:25][CH2:24][CH2:23][CH2:22][CH2:21][CH2:20]2)[N:14]=1. The yield is 0.705. (4) The reactants are [CH2:1]([C:3]1[N:17]([C@@H:18]2[C:26]3[C:21](=[CH:22][C:23]([C:27]4[CH:32]=[CH:31][CH:30]=[CH:29][C:28]=4[C:33]4[N:37](C(C5C=CC=CC=5)(C5C=CC=CC=5)C5C=CC=CC=5)[N:36]=[N:35][N:34]=4)=[CH:24][CH:25]=3)[CH2:20][CH2:19]2)[C:6]2=[N:7][C:8]([CH2:12][O:13][CH:14]([CH3:16])[CH3:15])=[CH:9][C:10]([CH3:11])=[C:5]2[N:4]=1)[CH3:2]. The catalyst is CO. The product is [NH:37]1[C:33]([C:28]2[CH:29]=[CH:30][CH:31]=[CH:32][C:27]=2[C:23]2[CH:22]=[C:21]3[C:26](=[CH:25][CH:24]=2)[C@@H:18]([N:17]2[C:6]4=[N:7][C:8]([CH2:12][O:13][CH:14]([CH3:15])[CH3:16])=[CH:9][C:10]([CH3:11])=[C:5]4[N:4]=[C:3]2[CH2:1][CH3:2])[CH2:19][CH2:20]3)=[N:34][N:35]=[N:36]1. The yield is 0.660. (5) The reactants are [NH:1]1[C:9]2[C:4](=[CH:5][CH:6]=[CH:7][C:8]=2[C:10]([O:12][CH3:13])=[O:11])[CH:3]=[CH:2]1.[H-].[Na+].[I-].[K+].Br[CH2:19][CH:20]([O:23][CH3:24])[O:21][CH3:22]. The catalyst is CN(C=O)C. The product is [CH3:22][O:21][CH:20]([O:23][CH3:24])[CH2:19][N:1]1[C:9]2[C:4](=[CH:5][CH:6]=[CH:7][C:8]=2[C:10]([O:12][CH3:13])=[O:11])[CH:3]=[CH:2]1. The yield is 0.590. (6) The reactants are [C:1]([O:5][C:6](=[O:15])[C:7]1[CH:12]=[CH:11][C:10](Br)=[CH:9][C:8]=1[CH3:14])([CH3:4])([CH3:3])[CH3:2].[Li]CCCC.[Cl:21][C:22]1[CH:23]=[C:24]([C:29]2([C:35]([F:38])([F:37])[F:36])[O:33][CH2:32][C:31](=[O:34])[CH2:30]2)[CH:25]=[C:26]([Cl:28])[CH:27]=1. The catalyst is O1CCCC1. The product is [C:1]([O:5][C:6](=[O:15])[C:7]1[CH:12]=[CH:11][C:10]([C:31]2([OH:34])[CH2:30][C:29]([C:24]3[CH:25]=[C:26]([Cl:28])[CH:27]=[C:22]([Cl:21])[CH:23]=3)([C:35]([F:37])([F:36])[F:38])[O:33][CH2:32]2)=[CH:9][C:8]=1[CH3:14])([CH3:4])([CH3:3])[CH3:2]. The yield is 0.170.